From a dataset of Catalyst prediction with 721,799 reactions and 888 catalyst types from USPTO. Predict which catalyst facilitates the given reaction. (1) Reactant: [CH:1]1([N:5]2[CH2:11][CH2:10][CH2:9][C:8](=[O:12])[CH2:7][CH2:6]2)[CH2:4][CH2:3][CH2:2]1.[Br:13]Br. Product: [Br:13][CH:9]1[CH2:10][CH2:11][N:5]([CH:1]2[CH2:4][CH2:3][CH2:2]2)[CH2:6][CH2:7][C:8]1=[O:12]. The catalyst class is: 15. (2) Reactant: Br[C:2]1[CH:7]=[CH:6][C:5]([N:8]2[CH2:13][CH2:12][C:11](=[O:14])[CH2:10][CH2:9]2)=[CH:4][CH:3]=1.[B:15]1([B:15]2[O:19][C:18]([CH3:21])([CH3:20])[C:17]([CH3:23])([CH3:22])[O:16]2)[O:19][C:18]([CH3:21])([CH3:20])[C:17]([CH3:23])([CH3:22])[O:16]1.CC([O-])=O.[K+].[Cl-].[Na+]. Product: [CH3:22][C:17]1([CH3:23])[C:18]([CH3:21])([CH3:20])[O:19][B:15]([C:2]2[CH:7]=[CH:6][C:5]([N:8]3[CH2:13][CH2:12][C:11](=[O:14])[CH2:10][CH2:9]3)=[CH:4][CH:3]=2)[O:16]1. The catalyst class is: 3. (3) Reactant: [Cl:1][C:2]1[CH:7]=[CH:6][C:5]([OH:8])=[C:4]([CH:9]2[CH2:14][CH2:13][CH2:12][CH2:11][CH2:10]2)[CH:3]=1.[H-].[Na+].[CH2:17](Br)[CH:18]=[CH2:19]. Product: [CH2:19]([O:8][C:5]1[CH:6]=[CH:7][C:2]([Cl:1])=[CH:3][C:4]=1[CH:9]1[CH2:14][CH2:13][CH2:12][CH2:11][CH2:10]1)[CH:18]=[CH2:17]. The catalyst class is: 9. (4) Reactant: [Cl:1][C:2]1[C:7]([CH2:8]O)=[CH:6][CH:5]=[CH:4][N:3]=1.S(Cl)([Cl:12])=O. Product: [Cl:1][C:2]1[C:7]([CH2:8][Cl:12])=[CH:6][CH:5]=[CH:4][N:3]=1. The catalyst class is: 2.